From a dataset of Reaction yield outcomes from USPTO patents with 853,638 reactions. Predict the reaction yield, written as a fraction of the theoretical maximum amount of product (1.0 means a 100% yield; for example, 0.34 means a 34% yield). (1) The reactants are [CH3:1][C:2]1[C:6]([CH2:7][N:8]2[CH:12]=[C:11]([N:13]3[C:17](=[O:18])[CH2:16][NH:15][C:14]3=[O:19])[CH:10]=[N:9]2)=[C:5]([CH3:20])[O:4][N:3]=1.Br[CH2:22][C:23]1[CH:27]=[C:26]([CH3:28])[N:25]([CH3:29])[N:24]=1. No catalyst specified. The product is [CH3:29][N:25]1[C:26]([CH3:28])=[CH:27][C:23]([CH2:22][N:15]2[CH2:16][C:17](=[O:18])[N:13]([C:11]3[CH:10]=[N:9][N:8]([CH2:7][C:6]4[C:2]([CH3:1])=[N:3][O:4][C:5]=4[CH3:20])[CH:12]=3)[C:14]2=[O:19])=[N:24]1. The yield is 0.220. (2) The reactants are [OH:1][NH:2][C:3]([CH3:10])([C:5]([NH:8][OH:9])([CH3:7])[CH3:6])[CH3:4].[CH3:11][O:12][C:13]1[CH:20]=[CH:19][C:16]([CH:17]=O)=[CH:15][CH:14]=1. The catalyst is CO. The product is [OH:1][N:2]1[C:3]([CH3:10])([CH3:4])[C:5]([CH3:7])([CH3:6])[N:8]([OH:9])[CH:17]1[C:16]1[CH:19]=[CH:20][C:13]([O:12][CH3:11])=[CH:14][CH:15]=1. The yield is 0.340. (3) The product is [CH2:22]([C:20]1[S:21][C:15]2[C:14]3[S:13][CH:12]=[CH:11][C:18]=3[S:17][C:16]=2[C:19]=1[CH2:11][CH2:18][CH2:14][CH2:15][CH2:16][CH2:19][CH2:20][CH2:22][CH2:23][CH3:24])[CH2:23][CH2:24][CH2:25][CH2:26][CH2:27][CH2:28][CH2:29][CH2:30][CH3:31]. The reactants are C([C:11]1[C:18]2[S:17][C:16]3[CH:19]=[C:20]([C:22]#[C:23][CH2:24][CH2:25][CH2:26][CH2:27][CH2:28][CH2:29][CH2:30][CH3:31])[S:21][C:15]=3[C:14]=2[S:13][CH:12]=1)CCCCCCCCC. The catalyst is [Pt].C(OCC)(=O)C. The yield is 0.799.